This data is from NCI-60 drug combinations with 297,098 pairs across 59 cell lines. The task is: Regression. Given two drug SMILES strings and cell line genomic features, predict the synergy score measuring deviation from expected non-interaction effect. Drug 1: CCC1(CC2CC(C3=C(CCN(C2)C1)C4=CC=CC=C4N3)(C5=C(C=C6C(=C5)C78CCN9C7C(C=CC9)(C(C(C8N6C=O)(C(=O)OC)O)OC(=O)C)CC)OC)C(=O)OC)O.OS(=O)(=O)O. Drug 2: C(CN)CNCCSP(=O)(O)O. Cell line: OVCAR-5. Synergy scores: CSS=-0.986, Synergy_ZIP=2.13, Synergy_Bliss=2.42, Synergy_Loewe=-1.63, Synergy_HSA=-1.58.